Task: Regression. Given a peptide amino acid sequence and an MHC pseudo amino acid sequence, predict their binding affinity value. This is MHC class I binding data.. Dataset: Peptide-MHC class I binding affinity with 185,985 pairs from IEDB/IMGT (1) The MHC is HLA-A02:03 with pseudo-sequence HLA-A02:03. The binding affinity (normalized) is 0.394. The peptide sequence is TQVKELGIAI. (2) The peptide sequence is VTNLISETLK. The MHC is H-2-Kb with pseudo-sequence H-2-Kb. The binding affinity (normalized) is 0.